This data is from Catalyst prediction with 721,799 reactions and 888 catalyst types from USPTO. The task is: Predict which catalyst facilitates the given reaction. (1) Reactant: [Cl:1][C:2]1[CH:3]=[C:4]2[C:8](=[CH:9][CH:10]=1)[N:7]([C:11]1[N:15]([CH3:16])[N:14]=[C:13]([CH3:17])[C:12]=1[CH2:18][CH2:19][N:20]1[S:24](=[O:26])(=[O:25])[N:23](CC3C=CC(OC)=CC=3)[C:22](=[O:36])[C@H:21]1[CH:37]([CH3:39])[CH3:38])[CH:6]=[CH:5]2. Product: [Cl:1][C:2]1[CH:3]=[C:4]2[C:8](=[CH:9][CH:10]=1)[N:7]([C:11]1[N:15]([CH3:16])[N:14]=[C:13]([CH3:17])[C:12]=1[CH2:18][CH2:19][N:20]1[S:24](=[O:26])(=[O:25])[NH:23][C:22](=[O:36])[C@H:21]1[CH:37]([CH3:39])[CH3:38])[CH:6]=[CH:5]2. The catalyst class is: 55. (2) Reactant: Br[CH:2]([C:4]1[N:9]([C:10]2[CH:15]=[CH:14][C:13]([F:16])=[CH:12][CH:11]=2)[C:8](=[O:17])[CH:7]=[CH:6][N:5]=1)[CH3:3].[CH3:18][NH2:19]. Product: [F:16][C:13]1[CH:14]=[CH:15][C:10]([N:9]2[C:8](=[O:17])[CH:7]=[CH:6][N:5]=[C:4]2[CH:2]([NH:19][CH3:18])[CH3:3])=[CH:11][CH:12]=1. The catalyst class is: 8.